Dataset: Forward reaction prediction with 1.9M reactions from USPTO patents (1976-2016). Task: Predict the product of the given reaction. Given the reactants [N+:1]([C:4]1C2C(=CC=CC=2)C=C[C:5]=1[NH:14][C:15]1[CH:20]=[CH:19][C:18](N)=[CH:17][CH:16]=1)([O-])=O.[CH3:22][O:23][C:24]1[CH:25]=[C:26]([CH2:30][CH2:31][C:32](O)=O)[CH:27]=[CH:28][CH:29]=1.[O:35]=[C:36]([NH:42][C:43]1[C:52]2[C:47](=[CH:48][CH:49]=[CH:50][CH:51]=2)[CH:46]=[CH:45][C:44]=1[NH:53]C1C=CC=C(N2C(CCC3C=CC=CN=3)=NN=N2)C=1)C(OCC)=O.Cl.Cl.C(C1N(C2C=CC(C3C4C=CC5C(=CC=CC=5)C=4N[C:98](=[O:101])[CH2:99]N=3)=CC=2)C=CN=1)CC1C=CC=CC=1.N1C=CC=CC=1CCC1N(C2C=C(NC3C(N)=CC=C4C=3C=CC=C4)C=CC=2)N=NN=1, predict the reaction product. The product is: [CH3:22][O:23][C:24]1[CH:25]=[C:26]([CH:27]=[CH:28][CH:29]=1)[CH2:30][CH2:31][C:32]1[N:14]([C:15]2[CH:16]=[CH:17][C:18]([N:53]3[C:98](=[O:101])[CH2:99][C:36](=[O:35])[NH:42][C:43]4[C:52]5[C:47]([CH:46]=[CH:45][C:44]3=4)=[CH:48][CH:49]=[CH:50][CH:51]=5)=[CH:19][CH:20]=2)[CH:5]=[CH:4][N:1]=1.